Dataset: Catalyst prediction with 721,799 reactions and 888 catalyst types from USPTO. Task: Predict which catalyst facilitates the given reaction. (1) Reactant: [CH:1]1([NH:4][C:5](=[O:33])[NH:6][C:7]2[CH:31]=[CH:30][C:10]([O:11][C:12]3[CH:17]=[CH:16][N:15]=[C:14]4[CH:18]=[C:19]([C:21]5[CH:29]=[CH:28][C:24]([C:25]([OH:27])=O)=[CH:23][N:22]=5)[S:20][C:13]=34)=[C:9]([F:32])[CH:8]=2)[CH2:3][CH2:2]1.C1C=CC2N(O)N=NC=2C=1.C(Cl)CCl.[CH3:48][N:49]1[CH2:54][CH2:53][N:52]([CH:55]2[CH2:60][CH2:59][NH:58][CH2:57][CH2:56]2)[CH2:51][CH2:50]1. Product: [CH:1]1([NH:4][C:5]([NH:6][C:7]2[CH:31]=[CH:30][C:10]([O:11][C:12]3[CH:17]=[CH:16][N:15]=[C:14]4[CH:18]=[C:19]([C:21]5[CH:29]=[CH:28][C:24]([C:25]([N:58]6[CH2:57][CH2:56][CH:55]([N:52]7[CH2:51][CH2:50][N:49]([CH3:48])[CH2:54][CH2:53]7)[CH2:60][CH2:59]6)=[O:27])=[CH:23][N:22]=5)[S:20][C:13]=34)=[C:9]([F:32])[CH:8]=2)=[O:33])[CH2:3][CH2:2]1. The catalyst class is: 634. (2) Reactant: [CH:1]1([NH:5][C:6]([C@@H:8]2[CH2:12][CH2:11][CH2:10][N:9]2[C:13](=[O:34])[CH2:14][O:15][C:16]2[N:20]([C:21]3[CH:26]=[CH:25][CH:24]=[CH:23][CH:22]=3)[N:19]=[C:18]([C:27]([NH:29][CH2:30][C:31](O)=[O:32])=[O:28])[CH:17]=2)=[O:7])[CH2:4][CH2:3][CH2:2]1.CCN(C(C)C)C(C)C.CN(C(ON1N=NC2C=CC=NC1=2)=[N+](C)C)C.F[P-](F)(F)(F)(F)F.[CH2:68]([O:75][C:76]([N:78]1[CH2:83][CH2:82][NH:81][CH2:80][CH2:79]1)=[O:77])[C:69]1[CH:74]=[CH:73][CH:72]=[CH:71][CH:70]=1. Product: [CH2:68]([O:75][C:76]([N:78]1[CH2:83][CH2:82][N:81]([C:31](=[O:32])[CH2:30][NH:29][C:27]([C:18]2[CH:17]=[C:16]([O:15][CH2:14][C:13]([N:9]3[CH2:10][CH2:11][CH2:12][C@H:8]3[C:6](=[O:7])[NH:5][CH:1]3[CH2:2][CH2:3][CH2:4]3)=[O:34])[N:20]([C:21]3[CH:26]=[CH:25][CH:24]=[CH:23][CH:22]=3)[N:19]=2)=[O:28])[CH2:80][CH2:79]1)=[O:77])[C:69]1[CH:74]=[CH:73][CH:72]=[CH:71][CH:70]=1. The catalyst class is: 39. (3) Reactant: [NH2:1][C:2]1[CH:3]=[N:4][CH:5]=[CH:6][CH:7]=1.[CH2:8]([O:10][C:11](=[O:25])[CH:12]([C:17](=O)[C:18]1[CH:23]=[CH:22][CH:21]=[CH:20][CH:19]=1)[CH2:13][C:14](=O)[CH3:15])[CH3:9].CC1C=CC(S(O)(=O)=O)=CC=1. Product: [CH2:8]([O:10][C:11]([C:12]1[CH:13]=[C:14]([CH3:15])[N:1]([C:2]2[CH:3]=[N:4][CH:5]=[CH:6][CH:7]=2)[C:17]=1[C:18]1[CH:19]=[CH:20][CH:21]=[CH:22][CH:23]=1)=[O:25])[CH3:9]. The catalyst class is: 8. (4) The catalyst class is: 5. Reactant: [CH3:1][O-:2].[Na+].[Na].[Cl:5][C:6]1[CH:14]=[CH:13][C:12]([CH3:15])=[C:11]([F:16])[C:7]=1C(N)=O.Br[N:18]1[C:22](=[O:23])CCC1=O. Product: [CH3:1][O:2][C:22](=[O:23])[NH:18][C:7]1[C:11]([F:16])=[C:12]([CH3:15])[CH:13]=[CH:14][C:6]=1[Cl:5]. (5) Reactant: [OH:1][C:2]1[CH:3]=[C:4](/[CH:8]=[CH:9]/[CH2:10][N:11]2[CH:15]=[CH:14][CH:13]=[C:12]2[C:16]([C:18]2[CH:23]=[CH:22][C:21]([CH3:24])=[CH:20][CH:19]=2)=[O:17])[CH:5]=[CH:6][CH:7]=1.C(=O)([O-])[O-].[K+].[K+].Br[CH2:32][CH2:33][CH2:34][C:35]([O:37][CH2:38][CH3:39])=[O:36].C(=O)([O-])O.[Na+]. Product: [CH3:24][C:21]1[CH:20]=[CH:19][C:18]([C:16]([C:12]2[N:11]([CH2:10]/[CH:9]=[CH:8]/[C:4]3[CH:3]=[C:2]([CH:7]=[CH:6][CH:5]=3)[O:1][CH2:32][CH2:33][CH2:34][C:35]([O:37][CH2:38][CH3:39])=[O:36])[CH:15]=[CH:14][CH:13]=2)=[O:17])=[CH:23][CH:22]=1. The catalyst class is: 9. (6) Reactant: [CH3:1][O:2][C:3]1[CH:8]=[CH:7][C:6]([CH2:9][N:10]2[CH2:14][C:13]3([CH2:19][CH2:18][CH2:17][C:16]([CH2:24][O:25][CH2:26][C:27]4[CH:32]=[CH:31][CH:30]=[CH:29][CH:28]=4)([C:20](OC)=[O:21])[CH2:15]3)[O:12][C:11]2=[O:33])=[CH:5][CH:4]=1.[H-].[Al+3].[Li+].[H-].[H-].[H-].[BH4-].[Li+]. Product: [OH:21][CH2:20][C:16]1([CH2:24][O:25][CH2:26][C:27]2[CH:28]=[CH:29][CH:30]=[CH:31][CH:32]=2)[CH2:17][CH2:18][CH2:19][C:13]2([O:12][C:11](=[O:33])[N:10]([CH2:9][C:6]3[CH:7]=[CH:8][C:3]([O:2][CH3:1])=[CH:4][CH:5]=3)[CH2:14]2)[CH2:15]1. The catalyst class is: 1. (7) Reactant: [Cl:1][C:2]1[CH:7]=[C:6]([C:8]2[C:9]3[CH:16]=[C:15]([CH2:17][OH:18])[CH:14]=[CH:13][C:10]=3[S:11][CH:12]=2)[C:5]([CH3:19])=[CH:4][N:3]=1.O[C:21]1[CH:26]=[CH:25][C:24]([C@@H:27]([C:34]#[C:35][CH3:36])[CH2:28][C:29]([O:31][CH2:32][CH3:33])=[O:30])=[CH:23][CH:22]=1.P(CCCC)(CCCC)CCCC.C1CCN(C(N=NC(N2CCCCC2)=O)=O)CC1. Product: [Cl:1][C:2]1[CH:7]=[C:6]([C:8]2[C:9]3[CH:16]=[C:15]([CH2:17][O:18][C:21]4[CH:26]=[CH:25][C:24]([C@@H:27]([C:34]#[C:35][CH3:36])[CH2:28][C:29]([O:31][CH2:32][CH3:33])=[O:30])=[CH:23][CH:22]=4)[CH:14]=[CH:13][C:10]=3[S:11][CH:12]=2)[C:5]([CH3:19])=[CH:4][N:3]=1. The catalyst class is: 11.